This data is from NCI-60 drug combinations with 297,098 pairs across 59 cell lines. The task is: Regression. Given two drug SMILES strings and cell line genomic features, predict the synergy score measuring deviation from expected non-interaction effect. (1) Drug 1: CN(C)N=NC1=C(NC=N1)C(=O)N. Drug 2: C#CCC(CC1=CN=C2C(=N1)C(=NC(=N2)N)N)C3=CC=C(C=C3)C(=O)NC(CCC(=O)O)C(=O)O. Cell line: ACHN. Synergy scores: CSS=3.67, Synergy_ZIP=-5.17, Synergy_Bliss=-4.67, Synergy_Loewe=-5.69, Synergy_HSA=-5.29. (2) Drug 1: COC1=C(C=C2C(=C1)N=CN=C2NC3=CC(=C(C=C3)F)Cl)OCCCN4CCOCC4. Drug 2: CC(CN1CC(=O)NC(=O)C1)N2CC(=O)NC(=O)C2. Cell line: COLO 205. Synergy scores: CSS=67.8, Synergy_ZIP=7.45, Synergy_Bliss=7.89, Synergy_Loewe=8.62, Synergy_HSA=11.0. (3) Drug 1: CC1=C(C(CCC1)(C)C)C=CC(=CC=CC(=CC(=O)O)C)C. Drug 2: C1=NC(=NC(=O)N1C2C(C(C(O2)CO)O)O)N. Cell line: UACC62. Synergy scores: CSS=43.6, Synergy_ZIP=-1.23, Synergy_Bliss=-1.72, Synergy_Loewe=-14.8, Synergy_HSA=-0.995. (4) Drug 1: CCC(=C(C1=CC=CC=C1)C2=CC=C(C=C2)OCCN(C)C)C3=CC=CC=C3.C(C(=O)O)C(CC(=O)O)(C(=O)O)O. Drug 2: CC(C)(C#N)C1=CC(=CC(=C1)CN2C=NC=N2)C(C)(C)C#N. Cell line: UO-31. Synergy scores: CSS=2.87, Synergy_ZIP=-1.01, Synergy_Bliss=1.75, Synergy_Loewe=0.772, Synergy_HSA=1.01.